The task is: Predict the reaction yield, written as a fraction of the theoretical maximum amount of product (1.0 means a 100% yield; for example, 0.34 means a 34% yield).. This data is from Reaction yield outcomes from USPTO patents with 853,638 reactions. (1) The yield is 0.570. The product is [NH2:1][CH:2]1[CH2:10][CH2:9][CH2:8][CH:4]([C:5]([OH:7])=[O:6])[CH2:3]1. The reactants are [NH2:1][C:2]1[CH:3]=[C:4]([CH:8]=[CH:9][CH:10]=1)[C:5]([OH:7])=[O:6].[H][H]. The catalyst is C(O)C.[Pd]. (2) The reactants are [CH:1]12[CH2:12][CH:9]([CH:10]=[CH:11]1)[CH2:8][C:7]1[C:2]2=[N:3][CH:4]=[CH:5][CH:6]=1.[OH2:13].[OH2:14].C[N+]([O-])(C)C. The catalyst is ClCCl.[Os](=O)(=O)(=O)=O. The product is [CH:1]12[CH2:12][CH:9]([CH:10]([OH:14])[CH:11]1[OH:13])[CH2:8][C:7]1[C:2]2=[N:3][CH:4]=[CH:5][CH:6]=1. The yield is 1.00.